This data is from Full USPTO retrosynthesis dataset with 1.9M reactions from patents (1976-2016). The task is: Predict the reactants needed to synthesize the given product. (1) Given the product [CH3:15][O:14][C:11]1[CH:12]=[CH:13][C:8]([C:5]2[CH:6]=[CH:7][C:2]([S:42]([Cl:45])(=[O:44])=[O:43])=[CH:3][CH:4]=2)=[CH:9][CH:10]=1, predict the reactants needed to synthesize it. The reactants are: Br[C:2]1[CH:7]=[CH:6][C:5]([C:8]2[CH:13]=[CH:12][C:11]([O:14][CH3:15])=[CH:10][CH:9]=2)=[CH:4][CH:3]=1.C([Li])CCC.S(=O)=O.COC1C=CC(C2C=CC(S(O)=O)=CC=2)=CC=1.[Li].[S:42](Cl)([Cl:45])(=[O:44])=[O:43]. (2) The reactants are: [Cl:1][C:2]1[C:23]([Cl:24])=[CH:22][C:5]2[N:6]([C:11]3[CH:16]=[CH:15][C:14]([C:17]([CH3:21])([CH3:20])[C:18]#[N:19])=[CH:13][CH:12]=3)[C:7]([CH2:9][CH3:10])=[N:8][C:4]=2[CH:3]=1.C(Cl)(Cl)Cl.[C:29]1([CH3:41])[CH:34]=[CH:33][C:32]([S:35]([N:38]=[C:39]=[O:40])(=[O:37])=[O:36])=[CH:31][CH:30]=1.C(N(CC)CC)C. Given the product [Cl:1][C:2]1[C:23]([Cl:24])=[CH:22][C:5]2[N:6]([C:11]3[CH:12]=[CH:13][C:14]([C:17]([CH3:21])([CH3:20])[CH2:18][NH:19][C:39]([NH:38][S:35]([C:32]4[CH:33]=[CH:34][C:29]([CH3:41])=[CH:30][CH:31]=4)(=[O:37])=[O:36])=[O:40])=[CH:15][CH:16]=3)[C:7]([CH2:9][CH3:10])=[N:8][C:4]=2[CH:3]=1, predict the reactants needed to synthesize it.